Dataset: Forward reaction prediction with 1.9M reactions from USPTO patents (1976-2016). Task: Predict the product of the given reaction. (1) Given the reactants [NH2:1][C:2]1[CH:3]=[CH:4][C:5]([OH:9])=[N:6][C:7]=1[NH2:8].[OH:10][C:11]1[CH:12]=[C:13]2[C:22]3[C:20]([CH:21]=1)=[CH:19][C:18]([OH:23])=[CH:17][C:16]=3[C:15](=O)[C:14]2=O, predict the reaction product. The product is: [CH:12]1[C:13]2[C:14]3[C:15]([C:16]4[C:22]=2[C:20]([CH:19]=[C:18]([OH:23])[CH:17]=4)=[CH:21][C:11]=1[OH:10])=[N:8][C:7]1[N:6]=[C:5]([OH:9])[CH:4]=[CH:3][C:2]=1[N:1]=3. (2) Given the reactants [CH3:1][C:2]1[CH:3]=[CH:4][C:5]([C:17]2[CH:22]=[CH:21][N:20]=[CH:19][CH:18]=2)=[C:6]([CH:16]=1)[C:7]([N:9]1[CH2:14][CH2:13][NH:12][C:11](=[O:15])[CH2:10]1)=[O:8].[CH2:23](Br)[C:24]1[CH:29]=[CH:28][CH:27]=[CH:26][CH:25]=1.CN(C=O)C.[H-].[Na+], predict the reaction product. The product is: [CH2:23]([N:12]1[CH2:13][CH2:14][N:9]([C:7](=[O:8])[C:6]2[CH:16]=[C:2]([CH3:1])[CH:3]=[CH:4][C:5]=2[C:17]2[CH:18]=[CH:19][N:20]=[CH:21][CH:22]=2)[CH2:10][C:11]1=[O:15])[C:24]1[CH:29]=[CH:28][CH:27]=[CH:26][CH:25]=1. (3) Given the reactants [Br:1][C:2]1[CH:7]=[CH:6][C:5]([C:8]2(O)[CH2:11][CH2:10][CH2:9]2)=[C:4]([C:13]([F:16])([F:15])[F:14])[CH:3]=1.C([SiH](CC)CC)C.C(=O)([O-])[O-].[K+].[K+].O, predict the reaction product. The product is: [Br:1][C:2]1[CH:7]=[CH:6][C:5]([CH:8]2[CH2:11][CH2:10][CH2:9]2)=[C:4]([C:13]([F:14])([F:15])[F:16])[CH:3]=1.